From a dataset of Reaction yield outcomes from USPTO patents with 853,638 reactions. Predict the reaction yield, written as a fraction of the theoretical maximum amount of product (1.0 means a 100% yield; for example, 0.34 means a 34% yield). (1) The reactants are [CH3:1][C:2]1[N:3]=[CH:4][S:5][C:6]=1[CH3:7].CCCCCC.C([Li])CCC.[CH3:19][C:20]1[CH:21]=[C:22]([O:25][C:26]=1[CH3:27])[CH:23]=[O:24]. The catalyst is O1CCCC1.O. The product is [CH3:19][C:20]1[CH:21]=[C:22]([CH:23]([C:4]2[S:5][C:6]([CH3:7])=[C:2]([CH3:1])[N:3]=2)[OH:24])[O:25][C:26]=1[CH3:27]. The yield is 0.500. (2) The reactants are [F:1][C:2]1[CH:3]=[CH:4][C:5]2[NH:14][C:13](=O)[C:12]3[CH:11]=[C:10]([CH3:16])[S:9][C:8]=3[NH:7][C:6]=2[CH:17]=1.COC1C=CC(P2(=S)SP(=S)(C3C=CC(OC)=CC=3)[S:27]2)=CC=1. The catalyst is ClCCCl. The product is [F:1][C:2]1[CH:3]=[CH:4][C:5]2[NH:14][C:13](=[S:27])[C:12]3[CH:11]=[C:10]([CH3:16])[S:9][C:8]=3[NH:7][C:6]=2[CH:17]=1. The yield is 0.890. (3) The reactants are [F:1][C:2]1[CH:7]=[CH:6][C:5]([O:8][CH3:9])=[CH:4][C:3]=1[C:10]1[CH:15]=[CH:14][C:13]([C:16]([O:18][CH3:19])=[O:17])=[CH:12][C:11]=1I.CN(C=O)C.[CH3:26][C@:27]12[C:33]([CH3:35])([CH3:34])[C@H:30]([CH2:31][CH2:32]1)[CH:29]=[C:28]2B(O)O.C(=O)([O-])[O-].[K+].[K+]. The catalyst is [Cl-].[Na+].O.C1C=CC([P]([Pd]([P](C2C=CC=CC=2)(C2C=CC=CC=2)C2C=CC=CC=2)([P](C2C=CC=CC=2)(C2C=CC=CC=2)C2C=CC=CC=2)[P](C2C=CC=CC=2)(C2C=CC=CC=2)C2C=CC=CC=2)(C2C=CC=CC=2)C2C=CC=CC=2)=CC=1. The product is [F:1][C:2]1[CH:7]=[CH:6][C:5]([O:8][CH3:9])=[CH:4][C:3]=1[C:10]1[CH:15]=[CH:14][C:13]([C:16]([O:18][CH3:19])=[O:17])=[CH:12][C:11]=1[C:28]1[C@@:27]2([CH3:26])[C:33]([CH3:35])([CH3:34])[C@@H:30]([CH:29]=1)[CH2:31][CH2:32]2. The yield is 0.810. (4) The reactants are Cl[C:2]1[CH:7]=[CH:6][C:5]([O:8][CH2:9][CH2:10][CH2:11][CH2:12][CH2:13][CH2:14][CH2:15][CH3:16])=[CH:4][N:3]=1.[NH2:17][CH:18]1[CH2:23][CH2:22][CH2:21][N:20]([C:24]([O:26][C:27]([CH3:30])([CH3:29])[CH3:28])=[O:25])[CH2:19]1.CC([O-])(C)C.[Na+].C1(P(C2CCCCC2)C2C=CC=CC=2C2C(N(C)C)=CC=CC=2)CCCCC1. The catalyst is C1(C)C=CC=CC=1.C1C=CC(/C=C/C(/C=C/C2C=CC=CC=2)=O)=CC=1.C1C=CC(/C=C/C(/C=C/C2C=CC=CC=2)=O)=CC=1.C1C=CC(/C=C/C(/C=C/C2C=CC=CC=2)=O)=CC=1.[Pd].[Pd]. The product is [CH2:9]([O:8][C:5]1[CH:6]=[CH:7][C:2]([NH:17][CH:18]2[CH2:23][CH2:22][CH2:21][N:20]([C:24]([O:26][C:27]([CH3:30])([CH3:29])[CH3:28])=[O:25])[CH2:19]2)=[N:3][CH:4]=1)[CH2:10][CH2:11][CH2:12][CH2:13][CH2:14][CH2:15][CH3:16]. The yield is 0.350. (5) The reactants are [Br:1][C:2]1[CH:12]=[CH:11][C:5]([O:6][CH:7]2[CH2:10][NH:9][CH2:8]2)=[CH:4][CH:3]=1.C(N(CC)CC)C.[C:20](OC(=O)C)(=[O:22])[CH3:21]. The catalyst is C(Cl)Cl.C(OCC)(=O)C. The product is [Br:1][C:2]1[CH:12]=[CH:11][C:5]([O:6][CH:7]2[CH2:8][N:9]([C:20](=[O:22])[CH3:21])[CH2:10]2)=[CH:4][CH:3]=1. The yield is 1.00. (6) The reactants are [Si:1]([O:8][CH2:9][CH2:10][CH:11]=O)([C:4]([CH3:7])([CH3:6])[CH3:5])([CH3:3])[CH3:2].[CH3:13][C:14]([S@:17]([NH2:19])=[O:18])([CH3:16])[CH3:15]. The catalyst is C(Cl)Cl.[O-]S([O-])(=O)=O.[Cu+2]. The product is [Si:1]([O:8][CH2:9][CH2:10]/[CH:11]=[N:19]/[S@@:17]([C:14]([CH3:16])([CH3:15])[CH3:13])=[O:18])([C:4]([CH3:7])([CH3:6])[CH3:5])([CH3:3])[CH3:2]. The yield is 0.480. (7) The reactants are [CH2:1]([O:8][C:9]([N:11]1[CH2:16][C@H:15]([C:17]2[N:21]3[CH:22]=[CH:23][N:24]=[C:25](Cl)[C:20]3=[C:19]([Br:27])[N:18]=2)[CH2:14][CH2:13][C@H:12]1[CH2:28][O:29][CH3:30])=[O:10])[C:2]1[CH:7]=[CH:6][CH:5]=[CH:4][CH:3]=1.[NH4+:31].[OH-].CC(O)C. No catalyst specified. The product is [NH2:31][C:25]1[C:20]2[N:21]([C:17]([C@H:15]3[CH2:16][N:11]([C:9]([O:8][CH2:1][C:2]4[CH:7]=[CH:6][CH:5]=[CH:4][CH:3]=4)=[O:10])[C@H:12]([CH2:28][O:29][CH3:30])[CH2:13][CH2:14]3)=[N:18][C:19]=2[Br:27])[CH:22]=[CH:23][N:24]=1. The yield is 0.890.